From a dataset of Catalyst prediction with 721,799 reactions and 888 catalyst types from USPTO. Predict which catalyst facilitates the given reaction. Reactant: Cl[C:2]1[N:7]=[C:6]([NH:8][C:9]2[CH:14]=[CH:13][C:12]([O:15][CH3:16])=[C:11]([Cl:17])[CH:10]=2)[N:5]=[C:4]([NH:18][CH:19]2[CH2:25][CH2:24][CH2:23][CH2:22][CH2:21][CH2:20]2)[N:3]=1.[C:26]([O-])([O-])=[O:27].[K+].[K+]. Product: [CH3:26][O:27][C:2]1[N:7]=[C:6]([NH:8][C:9]2[CH:14]=[CH:13][C:12]([O:15][CH3:16])=[C:11]([Cl:17])[CH:10]=2)[N:5]=[C:4]([NH:18][CH:19]2[CH2:25][CH2:24][CH2:23][CH2:22][CH2:21][CH2:20]2)[N:3]=1. The catalyst class is: 5.